From a dataset of Catalyst prediction with 721,799 reactions and 888 catalyst types from USPTO. Predict which catalyst facilitates the given reaction. (1) Reactant: C([O-])([O-])=O.[K+].[K+].Cl[CH2:8][C:9]([O:11][C:12]([CH:15]1[CH2:20][CH2:19][CH2:18][C:17]([CH3:22])([CH3:21])[CH2:16]1)([CH3:14])[CH3:13])=[O:10].[C:23]([OH:27])(=[O:26])[CH2:24][CH3:25].CCOCC. Product: [C:23]([O:27][CH2:8][C:9]([O:11][C:12]([CH:15]1[CH2:20][CH2:19][CH2:18][C:17]([CH3:22])([CH3:21])[CH2:16]1)([CH3:14])[CH3:13])=[O:10])(=[O:26])[CH2:24][CH3:25]. The catalyst class is: 21. (2) Reactant: [NH:1]1[C:9]2[C:4](=[CH:5][C:6]([NH:10][C:11]3[C:20]4[C:15](=[CH:16][CH:17]=[CH:18][CH:19]=4)[N:14]=[C:13]([C:21]4[CH:22]=[C:23]([CH:29]=[CH:30][CH:31]=4)[O:24][CH2:25][C:26](O)=[O:27])[N:12]=3)=[CH:7][CH:8]=2)[CH:3]=[N:2]1.C1CN([P+](O[N:49]2N=N[C:51]3[CH:52]=[CH:53][CH:54]=[CH:55][C:50]2=3)(N2CCCC2)N2CCCC2)CC1.F[P-](F)(F)(F)(F)F.CCN(C(C)C)C(C)C.C1(N)CCCCC1. The catalyst class is: 59. Product: [NH:1]1[C:9]2[C:4](=[CH:5][C:6]([NH:10][C:11]3[C:20]4[C:15](=[CH:16][CH:17]=[CH:18][CH:19]=4)[N:14]=[C:13]([C:21]4[CH:22]=[C:23]([CH:29]=[CH:30][CH:31]=4)[O:24][CH2:25][C:26]([NH:49][CH:50]4[CH2:55][CH2:54][CH2:53][CH2:52][CH2:51]4)=[O:27])[N:12]=3)=[CH:7][CH:8]=2)[CH:3]=[N:2]1. (3) Product: [F:14][C:15]1[CH:23]=[C:22]([O:24][CH3:25])[CH:21]=[CH:20][C:16]=1[C:6](=[O:8])[CH2:5][C:4]([O:3][CH2:1][CH3:2])=[O:9]. Reactant: [CH2:1]([O:3][C:4](=[O:9])[CH2:5][C:6]([O-:8])=O)[CH3:2].[K+].[Cl-].[Mg+2].[Cl-].[F:14][C:15]1[CH:23]=[C:22]([O:24][CH3:25])[CH:21]=[CH:20][C:16]=1C(Cl)=O.Cl. The catalyst class is: 556. (4) Reactant: [C:1]([O:9][C@@H:10]1[C@@H:15]([O:16][C:17](=[O:24])[C:18]2[CH:23]=[CH:22][CH:21]=[CH:20][CH:19]=2)[C@@H:14]([O:25][C:26](=[O:33])[C:27]2[CH:32]=[CH:31][CH:30]=[CH:29][CH:28]=2)[C@@H:13]([CH2:34][O:35][C:36](=[O:43])[C:37]2[CH:42]=[CH:41][CH:40]=[CH:39][CH:38]=2)[O:12][C@H:11]1SCCNC(=O)OCC1C=CC=CC=1)(=[O:8])[C:2]1[CH:7]=[CH:6][CH:5]=[CH:4][CH:3]=1.[OH:58][CH2:59][CH:60]([NH:65][C:66](=[O:84])[CH2:67][CH2:68][CH2:69][CH2:70][CH2:71][CH2:72][CH2:73][CH2:74][CH2:75][CH2:76][CH2:77][CH2:78][CH2:79][CH2:80][CH2:81][CH2:82][CH3:83])[C:61]([O:63][CH3:64])=[O:62].IN1C(=O)CCC1=O.FC(F)(F)S(O)(=O)=O. Product: [C:66]([NH:65][CH:60]([CH2:59][O:58][C@@H:11]1[O:12][C@H:13]([CH2:34][O:35][C:36](=[O:43])[C:37]2[CH:42]=[CH:41][CH:40]=[CH:39][CH:38]=2)[C@H:14]([O:25][C:26](=[O:33])[C:27]2[CH:28]=[CH:29][CH:30]=[CH:31][CH:32]=2)[C@H:15]([O:16][C:17](=[O:24])[C:18]2[CH:19]=[CH:20][CH:21]=[CH:22][CH:23]=2)[C@H:10]1[O:9][C:1](=[O:8])[C:2]1[CH:3]=[CH:4][CH:5]=[CH:6][CH:7]=1)[C:61]([O:63][CH3:64])=[O:62])(=[O:84])[CH2:67][CH2:68][CH2:69][CH2:70][CH2:71][CH2:72][CH2:73][CH2:74][CH2:75][CH2:76][CH2:77][CH2:78][CH2:79][CH2:80][CH2:81][CH2:82][CH3:83]. The catalyst class is: 22. (5) Reactant: [I:1][C:2]1[C:11]2[C:6](=[CH:7][C:8]([O:14][CH3:15])=[C:9]([O:12][CH3:13])[CH:10]=2)[C:5]([CH2:16][CH2:17][CH3:18])=[N:4][C:3]=1[OH:19].CC(N(C(C)C)CC1C=CC=CC=1)C.C=CC1C=CC=CC=1.C=CC1C=CC(C=C)=CC=1.[C:52]([Si:56](Cl)([CH3:58])[CH3:57])([CH3:55])([CH3:54])[CH3:53]. Product: [Si:56]([O:19][C:3]1[N:4]=[C:5]([CH2:16][CH2:17][CH3:18])[C:6]2[C:11]([C:2]=1[I:1])=[CH:10][C:9]([O:12][CH3:13])=[C:8]([O:14][CH3:15])[CH:7]=2)([C:52]([CH3:55])([CH3:54])[CH3:53])([CH3:58])[CH3:57]. The catalyst class is: 2.